This data is from Reaction yield outcomes from USPTO patents with 853,638 reactions. The task is: Predict the reaction yield, written as a fraction of the theoretical maximum amount of product (1.0 means a 100% yield; for example, 0.34 means a 34% yield). The reactants are [CH:1]12[CH2:9][CH:5]([CH2:6][NH:7][CH2:8]1)[CH2:4][NH:3][CH2:2]2.Br[C:11]1[CH:12]=[N:13][CH:14]=[CH:15][CH:16]=1.C1C=CC(P(C2C(C3C(P(C4C=CC=CC=4)C4C=CC=CC=4)=CC=C4C=3C=CC=C4)=C3C(C=CC=C3)=CC=2)C2C=CC=CC=2)=CC=1.CC([O-])(C)C.[Na+]. The catalyst is C1C=CC(/C=C/C(/C=C/C2C=CC=CC=2)=O)=CC=1.C1C=CC(/C=C/C(/C=C/C2C=CC=CC=2)=O)=CC=1.C1C=CC(/C=C/C(/C=C/C2C=CC=CC=2)=O)=CC=1.[Pd].[Pd]. The product is [N:13]1[CH:14]=[CH:15][CH:16]=[C:11]([N:3]2[CH2:4][CH:5]3[CH2:9][CH:1]([CH2:8][NH:7][CH2:6]3)[CH2:2]2)[CH:12]=1. The yield is 0.250.